From a dataset of Full USPTO retrosynthesis dataset with 1.9M reactions from patents (1976-2016). Predict the reactants needed to synthesize the given product. (1) The reactants are: [N:1]1([C:10]([O:12][C:13]([CH3:16])([CH3:15])[CH3:14])=[O:11])[CH2:5][CH2:4][CH2:3][CH:2]1[C:6]([O:8][CH3:9])=[O:7].[Li+].C[Si]([N-][Si](C)(C)C)(C)C.[Br:27][C:28]1[CH:29]=[C:30]([CH:33]=[C:34]([Br:36])[CH:35]=1)[CH2:31]Br. Given the product [Br:27][C:28]1[CH:29]=[C:30]([CH:33]=[C:34]([Br:36])[CH:35]=1)[CH2:31][C:2]1([C:6]([O:8][CH3:9])=[O:7])[CH2:3][CH2:4][CH2:5][N:1]1[C:10]([O:12][C:13]([CH3:16])([CH3:15])[CH3:14])=[O:11], predict the reactants needed to synthesize it. (2) Given the product [CH3:8][N:6]([CH3:7])[CH:3]=[CH:10][C:9]([C:12]1[CH:13]=[C:14]([CH:19]=[CH:20][CH:21]=1)[C:15]([O:17][CH3:18])=[O:16])=[O:11], predict the reactants needed to synthesize it. The reactants are: CO[CH:3]([N:6]([CH3:8])[CH3:7])OC.[C:9]([C:12]1[CH:13]=[C:14]([CH:19]=[CH:20][CH:21]=1)[C:15]([O:17][CH3:18])=[O:16])(=[O:11])[CH3:10].CO. (3) Given the product [Br:21][CH2:19][C:18]([C:8]1[CH:7]=[N:6][N:5]([C:1]([CH3:4])([CH3:3])[CH3:2])[C:9]=1[C:10]1[CH:11]=[CH:12][C:13]([O:16][CH3:17])=[CH:14][CH:15]=1)=[O:20], predict the reactants needed to synthesize it. The reactants are: [C:1]([N:5]1[C:9]([C:10]2[CH:15]=[CH:14][C:13]([O:16][CH3:17])=[CH:12][CH:11]=2)=[C:8]([C:18](=[O:20])[CH3:19])[CH:7]=[N:6]1)([CH3:4])([CH3:3])[CH3:2].[Br-:21].[Br-].[Br-].C[N+](C)(C)C1C=CC=CC=1.C[N+](C1C=CC=CC=1)(C)C.C[N+](C1C=CC=CC=1)(C)C. (4) Given the product [CH2:14]([C:9]1[C:10]2[C:5](=[CH:4][C:3]([O:2][CH3:1])=[CH:12][CH:11]=2)[CH2:6][CH2:7][CH:8]=1)[CH2:15][CH2:16][CH3:17], predict the reactants needed to synthesize it. The reactants are: [CH3:1][O:2][C:3]1[CH:4]=[C:5]2[C:10](=[CH:11][CH:12]=1)[C:9](=O)[CH2:8][CH2:7][CH2:6]2.[CH2:14]([Li])[CH2:15][CH2:16][CH3:17].Cl. (5) Given the product [O:34]1[CH:38]=[CH:37][CH:36]=[C:35]1[C:39]([N:15]1[CH2:16][C@H:11]([CH3:10])[N:12]([C:31](=[O:33])[CH3:32])[C:13]2[CH:20]=[N:19][C:18]([C:21]3[CH:22]=[CH:23][C:24]([S:27]([CH3:30])(=[O:29])=[O:28])=[CH:25][CH:26]=3)=[CH:17][C:14]1=2)=[O:40], predict the reactants needed to synthesize it. The reactants are: C(N(CC)C(C)C)(C)C.[CH3:10][C@H:11]1[CH2:16][NH:15][C:14]2[CH:17]=[C:18]([C:21]3[CH:26]=[CH:25][C:24]([S:27]([CH3:30])(=[O:29])=[O:28])=[CH:23][CH:22]=3)[N:19]=[CH:20][C:13]=2[N:12]1[C:31](=[O:33])[CH3:32].[O:34]1[CH:38]=[CH:37][CH:36]=[C:35]1[C:39](Cl)=[O:40].